The task is: Predict which catalyst facilitates the given reaction.. This data is from Catalyst prediction with 721,799 reactions and 888 catalyst types from USPTO. (1) Reactant: [CH3:1][O:2][C:3]1[CH:4]=[C:5]2[C:10](=[CH:11][C:12]=1[O:13][CH3:14])[N:9]=[CH:8][CH:7]=[C:6]2[O:15][C:16]1[CH:22]=[CH:21][C:19]([NH2:20])=[C:18]([F:23])[CH:17]=1.C(N(C(C)C)CC)(C)C.ClC(Cl)(O[C:37](=[O:43])OC(Cl)(Cl)Cl)Cl.[NH2:45][C:46]1[S:47][C:48]([CH3:51])=[N:49][N:50]=1. Product: [CH3:1][O:2][C:3]1[CH:4]=[C:5]2[C:10](=[CH:11][C:12]=1[O:13][CH3:14])[N:9]=[CH:8][CH:7]=[C:6]2[O:15][C:16]1[CH:22]=[CH:21][C:19]([NH:20][C:37]([NH:45][C:46]2[S:47][C:48]([CH3:51])=[N:49][N:50]=2)=[O:43])=[C:18]([F:23])[CH:17]=1. The catalyst class is: 146. (2) Reactant: [CH2:1]([NH:3][C:4]1[C:5]([CH3:26])=[C:6]([C:23]([OH:25])=O)[CH:7]=[C:8]([C:10]2[CH:15]=[CH:14][C:13]([CH2:16][N:17]3[CH2:22][CH2:21][O:20][CH2:19][CH2:18]3)=[CH:12][CH:11]=2)[CH:9]=1)[CH3:2].[NH2:27][CH2:28][C:29]1[C:30](=[O:37])[NH:31][C:32]([CH3:36])=[CH:33][C:34]=1[CH3:35].C1CN([P+](ON2N=NC3C=CC=CC2=3)(N2CCCC2)N2CCCC2)CC1.F[P-](F)(F)(F)(F)F. Product: [CH3:35][C:34]1[CH:33]=[C:32]([CH3:36])[NH:31][C:30](=[O:37])[C:29]=1[CH2:28][NH:27][C:23]([C:6]1[CH:7]=[C:8]([C:10]2[CH:15]=[CH:14][C:13]([CH2:16][N:17]3[CH2:22][CH2:21][O:20][CH2:19][CH2:18]3)=[CH:12][CH:11]=2)[CH:9]=[C:4]([NH:3][CH2:1][CH3:2])[C:5]=1[CH3:26])=[O:25]. The catalyst class is: 16. (3) Reactant: [NH2:1][C:2]1[CH:3]=[CH:4][C:5]([O:12][CH2:13][C:14]2[CH:19]=[CH:18][C:17]([CH:20]([CH3:22])[CH3:21])=[CH:16][CH:15]=2)=[C:6]([C:8](=[O:11])[CH2:9][CH3:10])[CH:7]=1.[CH3:23][O:24][C:25]1[CH:30]=[CH:29][C:28]([N:31]=[C:32]=[O:33])=[CH:27][CH:26]=1. Product: [CH3:23][O:24][C:25]1[CH:30]=[CH:29][C:28]([NH:31][C:32]([NH:1][C:2]2[CH:3]=[CH:4][C:5]([O:12][CH2:13][C:14]3[CH:15]=[CH:16][C:17]([CH:20]([CH3:21])[CH3:22])=[CH:18][CH:19]=3)=[C:6]([C:8](=[O:11])[CH2:9][CH3:10])[CH:7]=2)=[O:33])=[CH:27][CH:26]=1. The catalyst class is: 1. (4) Reactant: [CH2:1]([O:8][C:9]([N:11]1[CH2:15][C:14](=[O:16])[N:13]=[C:12]1[NH2:17])=[O:10])[C:2]1[CH:7]=[CH:6][CH:5]=[CH:4][CH:3]=1.[CH3:18][C:19]([O:22][C:23](O[C:23]([O:22][C:19]([CH3:21])([CH3:20])[CH3:18])=[O:24])=[O:24])([CH3:21])[CH3:20]. Product: [CH2:1]([O:8][C:9]([N:11]1[CH2:15][C:14](=[O:16])[N:13]=[C:12]1[NH:17][C:23]([O:22][C:19]([CH3:21])([CH3:20])[CH3:18])=[O:24])=[O:10])[C:2]1[CH:7]=[CH:6][CH:5]=[CH:4][CH:3]=1. The catalyst class is: 840. (5) Reactant: [CH2:1]([N:8]1[C:12]2[CH:13]=[CH:14][C:15]([NH:17][C:18]3[CH:27]=[CH:26][C:25]([CH:28]4[CH2:30][CH2:29]4)=[CH:24][C:19]=3[C:20]([O:22]C)=[O:21])=[CH:16][C:11]=2[S:10][C:9]1=[O:31])[C:2]1[CH:7]=[CH:6][CH:5]=[CH:4][CH:3]=1.[OH-].[Na+].O.Cl. Product: [CH2:1]([N:8]1[C:12]2[CH:13]=[CH:14][C:15]([NH:17][C:18]3[CH:27]=[CH:26][C:25]([CH:28]4[CH2:29][CH2:30]4)=[CH:24][C:19]=3[C:20]([OH:22])=[O:21])=[CH:16][C:11]=2[S:10][C:9]1=[O:31])[C:2]1[CH:7]=[CH:6][CH:5]=[CH:4][CH:3]=1. The catalyst class is: 162. (6) Reactant: Cl.[CH3:2][C:3]1[C:8]([CH3:9])=[CH:7][C:6]([CH3:10])=[C:5]([CH2:11][CH:12]=[CH2:13])[C:4]=1[OH:14].C(=O)([O-])O.[Na+]. Product: [CH3:13][CH:12]1[CH2:11][C:5]2[C:6]([CH3:10])=[CH:7][C:8]([CH3:9])=[C:3]([CH3:2])[C:4]=2[O:14]1. The catalyst class is: 8. (7) Reactant: [C:1]([O:5][C:6]([N:8]1[CH2:13][CH2:12][CH:11]([OH:14])[CH2:10][CH2:9]1)=[O:7])([CH3:4])([CH3:3])[CH3:2].Br[CH2:16][CH2:17][O:18][CH3:19].[I-].[K+].[H-].[Na+]. Product: [C:1]([O:5][C:6]([N:8]1[CH2:13][CH2:12][CH:11]([O:14][CH2:16][CH2:17][O:18][CH3:19])[CH2:10][CH2:9]1)=[O:7])([CH3:4])([CH3:2])[CH3:3]. The catalyst class is: 3. (8) The catalyst class is: 39. Reactant: CCN(C(C)C)C(C)C.[F:10][CH:11]([F:34])[O:12][CH2:13][C@@H:14]([O:16][C:17]1[CH:18]=[C:19]([CH:23]=[C:24]([O:26][CH2:27][C:28]2[CH:33]=[CH:32][CH:31]=[CH:30][CH:29]=2)[CH:25]=1)[C:20]([OH:22])=O)[CH3:15].[NH2:35][C:36]1[CH:40]=[CH:39][N:38]([CH3:41])[N:37]=1.CN(C(ON1N=NC2C=CC=NC1=2)=[N+](C)C)C.F[P-](F)(F)(F)(F)F. Product: [F:34][CH:11]([F:10])[O:12][CH2:13][C@@H:14]([O:16][C:17]1[CH:18]=[C:19]([CH:23]=[C:24]([O:26][CH2:27][C:28]2[CH:33]=[CH:32][CH:31]=[CH:30][CH:29]=2)[CH:25]=1)[C:20]([NH:35][C:36]1[CH:40]=[CH:39][N:38]([CH3:41])[N:37]=1)=[O:22])[CH3:15]. (9) The catalyst class is: 93. Product: [F:40][C:14]([F:13])([C:20]1[NH:25][C:24](=[O:26])[CH:23]=[C:22]([N:34]2[CH2:39][CH2:38][O:37][CH2:36][CH2:35]2)[N:21]=1)[C:15]([NH:10][C:9]1[CH:11]=[CH:12][C:6]([F:5])=[CH:7][CH:8]=1)=[O:16]. Reactant: [Cl-].[Cl-].[Cl-].[Al+3].[F:5][C:6]1[CH:12]=[CH:11][C:9]([NH2:10])=[CH:8][CH:7]=1.[F:13][C:14]([F:40])([C:20]1[N:25]=[C:24]([O:26]C(OC(C)(C)C)=O)[CH:23]=[C:22]([N:34]2[CH2:39][CH2:38][O:37][CH2:36][CH2:35]2)[N:21]=1)[C:15](OCC)=[O:16].P([O-])(O)(O)=O.[K+]. (10) Reactant: [S:1]1[C:5]2[CH:6]=[CH:7][CH2:8][CH:9](OS(C(F)(F)F)(=O)=O)[C:4]=2[CH:3]=[CH:2]1.C([O-])([O-])=O.[Na+].[Na+].CO[CH2:26][CH2:27][O:28][CH3:29]. Product: [CH3:29][O:28][C:27]1[CH:5]=[CH:4][C:3]([C:9]2[C:4]3[CH:3]=[CH:2][S:1][C:5]=3[CH:6]=[CH:7][CH:8]=2)=[CH:2][CH:26]=1. The catalyst class is: 518.